Dataset: Reaction yield outcomes from USPTO patents with 853,638 reactions. Task: Predict the reaction yield, written as a fraction of the theoretical maximum amount of product (1.0 means a 100% yield; for example, 0.34 means a 34% yield). (1) The reactants are [CH3:1][C:2]1[O:3][CH:4]=[CH:5][C:6]=1[C:7]1[C:12]([C:13]2[CH:18]=[CH:17][CH:16]=[CH:15][N:14]=2)=[CH:11][N:10]=[C:9]([N:19]2[CH2:24][CH2:23][CH2:22][CH:21]([CH3:25])[CH2:20]2)[N:8]=1.[ClH:26]. The catalyst is ClCCl. The product is [ClH:26].[CH3:1][C:2]1[O:3][CH:4]=[CH:5][C:6]=1[C:7]1[C:12]([C:13]2[CH:18]=[CH:17][CH:16]=[CH:15][N:14]=2)=[CH:11][N:10]=[C:9]([N:19]2[CH2:24][CH2:23][CH2:22][CH:21]([CH3:25])[CH2:20]2)[N:8]=1. The yield is 0.430. (2) The reactants are [CH2:1]([N:8]1[C:16]2[C:11](=[C:12]([O:17]CC3C=CC=CC=3)[CH:13]=[CH:14][CH:15]=2)[CH:10]=[C:9]1[CH3:25])[C:2]1[CH:7]=[CH:6][CH:5]=[CH:4][CH:3]=1.C(OCC)(=O)C. The catalyst is [Pd].[Hg].CO. The product is [CH2:1]([N:8]1[C:16]2[CH:15]=[CH:14][CH:13]=[C:12]([OH:17])[C:11]=2[CH:10]=[C:9]1[CH3:25])[C:2]1[CH:3]=[CH:4][CH:5]=[CH:6][CH:7]=1. The yield is 0.490. (3) The reactants are [C:1]1([N:7]2[C:11]([NH:12][C:13](=[O:21])OC3C=CC=CC=3)=[CH:10][C:9]([C:22]([F:25])([F:24])[F:23])=[N:8]2)[CH:6]=[CH:5][CH:4]=[CH:3][CH:2]=1.[CH3:26][O:27][C:28]1[CH:29]=[C:30]2[C:35](=[CH:36][C:37]=1[O:38][CH2:39][CH2:40][O:41][CH3:42])[N:34]=[CH:33][N:32]=[C:31]2[O:43][C:44]1[CH:45]=[C:46]([CH:48]=[CH:49][CH:50]=1)[NH2:47].C(N(CC)C(C)C)(C)C. The catalyst is C1COCC1. The product is [CH3:26][O:27][C:28]1[CH:29]=[C:30]2[C:35](=[CH:36][C:37]=1[O:38][CH2:39][CH2:40][O:41][CH3:42])[N:34]=[CH:33][N:32]=[C:31]2[O:43][C:44]1[CH:45]=[C:46]([NH:47][C:13]([NH:12][C:11]2[N:7]([C:1]3[CH:2]=[CH:3][CH:4]=[CH:5][CH:6]=3)[N:8]=[C:9]([C:22]([F:23])([F:24])[F:25])[CH:10]=2)=[O:21])[CH:48]=[CH:49][CH:50]=1. The yield is 0.480. (4) The reactants are [CH:1]([C:4]1[CH:9]=[C:8]([CH:10]([CH3:12])[CH3:11])[N:7]=[C:6]([OH:13])[N:5]=1)([CH3:3])[CH3:2].S(=O)(=O)(O)O.[N+:19]([O-])([OH:21])=[O:20].[OH-].[Na+]. The catalyst is C(Cl)(Cl)Cl. The yield is 0.490. The product is [CH:10]([C:8]1[C:9]([N+:19]([O-:21])=[O:20])=[C:4]([CH:1]([CH3:3])[CH3:2])[N:5]=[C:6]([OH:13])[N:7]=1)([CH3:12])[CH3:11]. (5) The reactants are [C:1]([N:8]1[CH2:15][C@@H:14]([OH:16])[CH2:13][C@H:9]1[C:10]([OH:12])=O)([O:3][C:4]([CH3:7])([CH3:6])[CH3:5])=[O:2].F[B-](F)(F)F.N1(OC(N(C)C)=[N+](C)C)C2C=CC=CC=2N=N1.S(C1C=CC(C)=CC=1)(O)(=O)=O.[CH3:50][NH:51][CH2:52][CH2:53][CH2:54][CH2:55][CH:56]=[CH2:57].CCN(C(C)C)C(C)C. The catalyst is CN(C=O)C. The product is [CH2:52]([N:51]([CH3:50])[C:10]([C@@H:9]1[CH2:13][C@@H:14]([OH:16])[CH2:15][N:8]1[C:1]([O:3][C:4]([CH3:5])([CH3:6])[CH3:7])=[O:2])=[O:12])[CH2:53][CH2:54][CH2:55][CH:56]=[CH2:57]. The yield is 0.950. (6) The reactants are [Br:1][C:2]1[CH:11]=[CH:10][C:9]2[O:8][C@H:7]3[CH2:12][CH2:13][O:14][CH2:15][C@@H:6]3[C@:5]3([C:19](=[O:20])[NH:18][C:17](=[O:21])[NH:16]3)[C:4]=2[CH:3]=1.[C:22]([O-])([O-])=O.[K+].[K+].IC. The catalyst is CN(C=O)C. The product is [Br:1][C:2]1[CH:11]=[CH:10][C:9]2[O:8][C@H:7]3[CH2:12][CH2:13][O:14][CH2:15][C@@H:6]3[C@:5]3([C:19](=[O:20])[N:18]([CH3:22])[C:17](=[O:21])[NH:16]3)[C:4]=2[CH:3]=1. The yield is 0.940. (7) The reactants are [Br:1][C:2]1[C:3]([F:16])=[CH:4][C:5]2[CH:11]3[CH2:12][CH:9]([CH2:10]3)[C:8](=[O:13])[CH:7](Br)[C:6]=2[CH:15]=1.CS(C)=[O:19]. The yield is 0.720. The product is [Br:1][C:2]1[C:3]([F:16])=[CH:4][C:5]2[CH:11]3[CH2:12][CH:9]([CH2:10]3)[C:8](=[O:13])[C:7](=[O:19])[C:6]=2[CH:15]=1. No catalyst specified. (8) The reactants are [N+:1]([C:4]1[CH:5]=[C:6]([CH:13]=[CH:14][C:15]=1[OH:16])[CH2:7][C@@H:8]([C:10]([OH:12])=[O:11])[NH2:9])([O-:3])=[O:2].[C:17]([O:21][C:22](O[C:22]([O:21][C:17]([CH3:20])([CH3:19])[CH3:18])=[O:23])=[O:23])([CH3:20])([CH3:19])[CH3:18]. The catalyst is [OH-].[Na+].C(O)(C)(C)C. The product is [C:17]([O:21][C:22]([NH:9][C@H:8]([C:10]([OH:12])=[O:11])[CH2:7][C:6]1[CH:13]=[CH:14][C:15]([OH:16])=[C:4]([N+:1]([O-:3])=[O:2])[CH:5]=1)=[O:23])([CH3:20])([CH3:19])[CH3:18]. The yield is 0.650. (9) The reactants are [C:1]([C:4]1[CH:5]=[C:6]([CH:19]=[CH:20][CH:21]=1)[CH2:7][C:8]1[C:9](=[O:18])[NH:10][C:11]([CH2:15][CH2:16][CH3:17])=[N:12][C:13]=1[CH3:14])(=[O:3])[CH3:2].Br[CH2:23][C:24]1[CH:29]=[CH:28][C:27]([C:30]2[CH:35]=[CH:34][CH:33]=[CH:32][C:31]=2[C:36]2[N:40]=[C:39](C(Cl)(Cl)Cl)[O:38][N:37]=2)=[CH:26][CH:25]=1.C(=O)([O-])[O-:46].[K+].[K+]. The catalyst is C(#N)C.C(OCC)(=O)C. The product is [C:1]([C:4]1[CH:5]=[C:6]([CH:19]=[CH:20][CH:21]=1)[CH2:7][C:8]1[C:9](=[O:18])[N:10]([CH2:23][C:24]2[CH:29]=[CH:28][C:27]([C:30]3[CH:35]=[CH:34][CH:33]=[CH:32][C:31]=3[C:36]3[NH:40][C:39](=[O:46])[O:38][N:37]=3)=[CH:26][CH:25]=2)[C:11]([CH2:15][CH2:16][CH3:17])=[N:12][C:13]=1[CH3:14])(=[O:3])[CH3:2]. The yield is 0.210. (10) The reactants are C(OC(=O)[NH:7][CH2:8][CH2:9][C:10]1[CH:15]=[CH:14][C:13]([O:16][C:17]2[CH:22]=[CH:21][C:20]([F:23])=[CH:19][CH:18]=2)=[CH:12][CH:11]=1)(C)(C)C.C(O)(C(F)(F)F)=O. The catalyst is ClCCl.C([O-])(O)=O.[Na+]. The product is [F:23][C:20]1[CH:21]=[CH:22][C:17]([O:16][C:13]2[CH:14]=[CH:15][C:10]([CH2:9][CH2:8][NH2:7])=[CH:11][CH:12]=2)=[CH:18][CH:19]=1. The yield is 0.940.